Dataset: Full USPTO retrosynthesis dataset with 1.9M reactions from patents (1976-2016). Task: Predict the reactants needed to synthesize the given product. Given the product [CH3:50][N:49]1[C:45]([C:38]([C:7]2[CH:8]=[C:9]3[C:14](=[CH:15][CH:16]=2)[N:13]=[C:12]([C:17]([F:20])([F:19])[F:18])[C:11]([C:21]2[CH:26]=[CH:25][CH:24]=[CH:23][CH:22]=2)=[C:10]3[C:27]([F:30])([F:29])[F:28])([C:39]2[CH:44]=[CH:43][CH:42]=[CH:41][N:40]=2)[OH:54])=[CH:46][N:47]=[CH:48]1, predict the reactants needed to synthesize it. The reactants are: [Li]CCCC.Br[C:7]1[CH:8]=[C:9]2[C:14](=[CH:15][CH:16]=1)[N:13]=[C:12]([C:17]([F:20])([F:19])[F:18])[C:11]([C:21]1[CH:26]=[CH:25][CH:24]=[CH:23][CH:22]=1)=[C:10]2[C:27]([F:30])([F:29])[F:28].CC(S(N=[C:38]([C:45]1[N:49]([CH3:50])[CH:48]=[N:47][CH:46]=1)[C:39]1[CH:44]=[CH:43][CH:42]=[CH:41][N:40]=1)=O)(C)C.C1C[O:54]CC1.